This data is from Full USPTO retrosynthesis dataset with 1.9M reactions from patents (1976-2016). The task is: Predict the reactants needed to synthesize the given product. Given the product [ClH:13].[CH3:20][C:17]1[S:18][CH:19]=[C:15]([CH2:14][O:1][NH2:2])[N:16]=1, predict the reactants needed to synthesize it. The reactants are: [OH:1][N:2]1C(=O)C2=CC=CC=C2C1=O.[Cl:13][CH2:14][C:15]1[N:16]=[C:17]([CH3:20])[S:18][CH:19]=1.C(N(CC)CC)C.